Dataset: Catalyst prediction with 721,799 reactions and 888 catalyst types from USPTO. Task: Predict which catalyst facilitates the given reaction. (1) Product: [CH:21]1([C:6]2[C:5]([CH2:4][OH:3])=[CH:10][CH:9]=[C:8]([C:11]3[CH:12]=[CH:13][C:14]([C:17]([F:20])([F:18])[F:19])=[CH:15][CH:16]=3)[N:7]=2)[CH2:23][CH2:22]1. Reactant: C([O:3][C:4](=O)[C:5]1[CH:10]=[CH:9][C:8]([C:11]2[CH:16]=[CH:15][C:14]([C:17]([F:20])([F:19])[F:18])=[CH:13][CH:12]=2)=[N:7][C:6]=1[CH:21]1[CH2:23][CH2:22]1)C.CC(C[AlH]CC(C)C)C. The catalyst class is: 1. (2) The catalyst class is: 10. Reactant: [CH3:1][N:2]1[C@@H:11]([C@H:12]2[O:21][C:19](=[O:20])[C:18]3[C:17]([O:22][CH3:23])=[C:16]([O:24][CH3:25])[CH:15]=[CH:14][C:13]2=3)[C:10]2[C:9]([O:26][CH3:27])=[C:8]3[O:28][CH2:29][O:30][C:7]3=[CH:6][C:5]=2[CH2:4][CH2:3]1.N1C=CC=CC=1.[I:37]Cl.N. Product: [I:37][C:6]1[C:5]2[CH2:4][CH2:3][N:2]([CH3:1])[C@@H:11]([C@@H:12]3[C:13]4[C:18](=[C:17]([O:22][CH3:23])[C:16]([O:24][CH3:25])=[CH:15][CH:14]=4)[C:19](=[O:20])[O:21]3)[C:10]=2[C:9]([O:26][CH3:27])=[C:8]2[O:28][CH2:29][O:30][C:7]=12. (3) The catalyst class is: 13. Reactant: C(OC(=O)[NH:7][CH2:8][CH2:9][CH2:10][C:11](=O)[N:12]([C:16]1[CH:21]=[C:20]([C:22]#[N:23])[CH:19]=[CH:18][C:17]=1[NH2:24])[CH2:13][CH2:14][CH3:15])(C)(C)C.Cl.O1CCOCC1.CO.C(Cl)(Cl)Cl. Product: [NH2:7][CH2:8][CH2:9][CH2:10][C:11]1[N:12]([CH2:13][CH2:14][CH3:15])[C:16]2[CH:21]=[C:20]([C:22]#[N:23])[CH:19]=[CH:18][C:17]=2[N:24]=1. (4) Reactant: [NH:1]1[C:5]2=[CH:6][N:7]=[CH:8][CH:9]=[C:4]2[CH:3]=[CH:2]1.[H-].[Na+].[CH2:12]([O:19][C:20](=[O:23])[CH2:21]Br)[C:13]1[CH:18]=[CH:17][CH:16]=[CH:15][CH:14]=1.[NH4+].[Cl-]. Product: [CH2:12]([O:19][C:20](=[O:23])[CH2:21][N:1]1[C:5]2=[CH:6][N:7]=[CH:8][CH:9]=[C:4]2[CH:3]=[CH:2]1)[C:13]1[CH:18]=[CH:17][CH:16]=[CH:15][CH:14]=1. The catalyst class is: 3. (5) Reactant: [Cl:1][C:2]1[C:3]([CH2:8][NH:9][C:10]([N:12]2[CH2:15][CH2:14][CH2:13]2)=O)=[N:4][CH:5]=[CH:6][N:7]=1.CN(C)C=O.N1C=CC=CC=1.P(Cl)(Cl)(Cl)=O. Product: [N:12]1([C:10]2[N:4]3[CH:5]=[CH:6][N:7]=[C:2]([Cl:1])[C:3]3=[CH:8][N:9]=2)[CH2:15][CH2:14][CH2:13]1. The catalyst class is: 10. (6) Product: [C:42](=[O:53])([O:43][C:44]1[CH:45]=[CH:46][C:47]([N+:50]([O-:52])=[O:51])=[CH:48][CH:49]=1)[O:34][CH:17]([CH2:18][O:19][CH2:20][CH2:21][CH2:22][CH2:23][CH2:24][CH2:25][CH2:26][CH2:27][CH2:28][CH2:29][CH2:30][CH2:31][CH2:32][CH3:33])[CH2:16][O:15][CH2:1][CH2:2][CH2:3][CH2:4][CH2:5][CH2:6][CH2:7][CH2:8][CH2:9][CH2:10][CH2:11][CH2:12][CH2:13][CH3:14]. Reactant: [CH2:1]([O:15][CH2:16][CH:17]([OH:34])[CH2:18][O:19][CH2:20][CH2:21][CH2:22][CH2:23][CH2:24][CH2:25][CH2:26][CH2:27][CH2:28][CH2:29][CH2:30][CH2:31][CH2:32][CH3:33])[CH2:2][CH2:3][CH2:4][CH2:5][CH2:6][CH2:7][CH2:8][CH2:9][CH2:10][CH2:11][CH2:12][CH2:13][CH3:14].C(N(CC)CC)C.[C:42](Cl)(=[O:53])[O:43][C:44]1[CH:49]=[CH:48][C:47]([N+:50]([O-:52])=[O:51])=[CH:46][CH:45]=1. The catalyst class is: 4. (7) Reactant: [CH:1]1([O:5][C:6]([NH:8][C@H:9]2[CH2:14][CH2:13][CH2:12][CH2:11][C@@H:10]2[N:15]2[C:19]([C:20]3[CH:25]=[CH:24][CH:23]=[CH:22][CH:21]=3)=[C:18]([C:26]([O:28]CC)=[O:27])[N:17]=[CH:16]2)=[O:7])[CH2:4][CH2:3][CH2:2]1.[OH-].[Na+].Cl. Product: [CH:1]1([O:5][C:6]([NH:8][C@H:9]2[CH2:14][CH2:13][CH2:12][CH2:11][C@@H:10]2[N:15]2[C:19]([C:20]3[CH:21]=[CH:22][CH:23]=[CH:24][CH:25]=3)=[C:18]([C:26]([OH:28])=[O:27])[N:17]=[CH:16]2)=[O:7])[CH2:2][CH2:3][CH2:4]1. The catalyst class is: 8. (8) Reactant: [NH2:1][C:2]1[CH:3]=[C:4]2[C:9](=[C:10]([C:12]([F:15])([F:14])[F:13])[CH:11]=1)[N:8]=[CH:7][C:6]([C:16]#[N:17])=[C:5]2[NH:18][C:19]1[CH:24]=[CH:23][C:22]([F:25])=[C:21]([Cl:26])[CH:20]=1.[S:27]1[C:31]([CH:32]=O)=[CH:30][N:29]=[CH:28]1.[BH3-]C#N.[Na+]. Product: [Cl:26][C:21]1[CH:20]=[C:19]([NH:18][C:5]2[C:4]3[C:9](=[C:10]([C:12]([F:13])([F:14])[F:15])[CH:11]=[C:2]([NH:1][CH2:32][C:31]4[S:27][CH:28]=[N:29][CH:30]=4)[CH:3]=3)[N:8]=[CH:7][C:6]=2[C:16]#[N:17])[CH:24]=[CH:23][C:22]=1[F:25]. The catalyst class is: 14.